The task is: Predict the product of the given reaction.. This data is from Forward reaction prediction with 1.9M reactions from USPTO patents (1976-2016). (1) Given the reactants [Li+].[I-].[CH2:3]([Mg]Br)[CH2:4][CH2:5][CH2:6][CH3:7].Cl[C:11](=[O:17])[C:12]([O:14][CH2:15][CH3:16])=[O:13], predict the reaction product. The product is: [O:17]=[C:11]([CH2:3][CH2:4][CH2:5][CH2:6][CH3:7])[C:12]([O:14][CH2:15][CH3:16])=[O:13]. (2) Given the reactants [OH:1][C@@H:2]1[CH2:29][C@H:28]2[C@:23]([CH3:36])([CH2:24][CH2:25][C@@H:26]([O:30][CH2:31][CH:32]([OH:35])[CH2:33][NH2:34])[CH2:27]2)[C@@H:22]2[C@@H:3]1[C@H:4]1[C@:19]([CH3:38])([C@@H:20]([OH:37])[CH2:21]2)[C@@H:7]([C@H:8]([CH3:18])[CH2:9][CH2:10][C:11]([O:13][C:14]([CH3:17])([CH3:16])[CH3:15])=[O:12])[CH2:6][CH2:5]1.[C:39](ON1C(=O)CCC1=O)([O:41][CH2:42][CH:43]1[C:55]2[C:50](=[CH:51][CH:52]=[CH:53][CH:54]=2)[C:49]2[C:44]1=[CH:45][CH:46]=[CH:47][CH:48]=2)=[O:40].CCN(C(C)C)C(C)C.C(Cl)Cl, predict the reaction product. The product is: [OH:1][C@@H:2]1[CH2:29][C@H:28]2[C@:23]([CH3:36])([CH2:24][CH2:25][C@@H:26]([O:30][CH2:31][CH:32]([OH:35])[CH2:33][NH:34][C:39]([O:41][CH2:42][CH:43]3[C:44]4[C:49](=[CH:48][CH:47]=[CH:46][CH:45]=4)[C:50]4[C:55]3=[CH:54][CH:53]=[CH:52][CH:51]=4)=[O:40])[CH2:27]2)[C@@H:22]2[C@@H:3]1[C@H:4]1[C@:19]([CH3:38])([C@@H:20]([OH:37])[CH2:21]2)[C@@H:7]([C@H:8]([CH3:18])[CH2:9][CH2:10][C:11]([O:13][C:14]([CH3:15])([CH3:16])[CH3:17])=[O:12])[CH2:6][CH2:5]1. (3) The product is: [N:11]1([C:2]2[CH:3]=[C:4]([CH:8]=[CH:9][N:10]=2)[C:5]([OH:7])=[O:6])[CH:15]=[CH:14][CH:13]=[N:12]1. Given the reactants Br[C:2]1[CH:3]=[C:4]([CH:8]=[CH:9][N:10]=1)[C:5]([OH:7])=[O:6].[NH:11]1[CH:15]=[CH:14][CH:13]=[N:12]1, predict the reaction product. (4) Given the reactants [C:1]([O:5][C:6]([NH:8][C@H:9]([C:13]1[CH:18]=[CH:17][CH:16]=[CH:15][CH:14]=1)[C:10]([OH:12])=[O:11])=[O:7])([CH3:4])([CH3:3])[CH3:2].[N:19]12[CH2:26][CH2:25][CH:22]([CH2:23][CH2:24]1)[C@@H:21](O)[CH2:20]2.C1(N=C=NC2CCCCC2)CCCCC1.O.ON1C2C=CC=CC=2N=N1, predict the reaction product. The product is: [C:1]([O:5][C:6]([NH:8][C@H:9]([C:13]1[CH:18]=[CH:17][CH:16]=[CH:15][CH:14]=1)[C:10]([O:12][C@@H:21]1[CH:22]2[CH2:25][CH2:26][N:19]([CH2:24][CH2:23]2)[CH2:20]1)=[O:11])=[O:7])([CH3:4])([CH3:2])[CH3:3]. (5) Given the reactants [CH3:1][O:2][C:3]1[CH:4]=[C:5]([NH:11][C:12]2[C:13]3[N:39]=[CH:38][S:37][C:14]=3[N:15]=[C:16]([N:18]3[CH2:23][CH2:22][CH2:21][CH:20]([C:24]([NH:26][C:27]4[CH:28]=[CH:29][C:30]([C:33]([O:35]C)=[O:34])=[N:31][CH:32]=4)=[O:25])[CH2:19]3)[N:17]=2)[CH:6]=[CH:7][C:8]=1[O:9][CH3:10].[OH-].[Na+], predict the reaction product. The product is: [CH3:1][O:2][C:3]1[CH:4]=[C:5]([NH:11][C:12]2[C:13]3[N:39]=[CH:38][S:37][C:14]=3[N:15]=[C:16]([N:18]3[CH2:23][CH2:22][CH2:21][CH:20]([C:24]([NH:26][C:27]4[CH:28]=[CH:29][C:30]([C:33]([OH:35])=[O:34])=[N:31][CH:32]=4)=[O:25])[CH2:19]3)[N:17]=2)[CH:6]=[CH:7][C:8]=1[O:9][CH3:10]. (6) Given the reactants [F:1][C:2]1[CH:3]=[C:4]([C@@H:9]2[CH2:13][N:12]([CH2:14][CH2:15][O:16][CH3:17])[CH2:11][C@H:10]2[NH2:18])[CH:5]=[CH:6][C:7]=1[F:8].[Br:19][C:20]1[C:24]([CH3:25])=[C:23]([NH:26][C:27](=O)[O:28]C2C=CC=CC=2)[N:22]([C:36]2[CH:41]=[CH:40][CH:39]=[CH:38][CH:37]=2)[N:21]=1.CCN(C(C)C)C(C)C, predict the reaction product. The product is: [Br:19][C:20]1[C:24]([CH3:25])=[C:23]([NH:26][C:27]([NH:18][C@H:10]2[C@H:9]([C:4]3[CH:5]=[CH:6][C:7]([F:8])=[C:2]([F:1])[CH:3]=3)[CH2:13][N:12]([CH2:14][CH2:15][O:16][CH3:17])[CH2:11]2)=[O:28])[N:22]([C:36]2[CH:41]=[CH:40][CH:39]=[CH:38][CH:37]=2)[N:21]=1. (7) Given the reactants CO[C:3]1[CH:27]=[CH:26][C:25](C)=[CH:24][C:4]=1[C:5]([NH:7][C@H:8]1[CH2:12][CH2:11][CH2:10][C@@H:9]1[NH:13][C:14]1[CH:19]=[N:18][C:17]([C:20]([F:23])([F:22])[F:21])=[CH:16][N:15]=1)=[O:6].Cl.FC(F)(F)C1N=CC(N[C@H]2CCC[C@@H]2N)=NC=1.[CH3:47][C:48]1[O:52][C:51](C2C=CC=CC=2C(O)=O)=[N:50][N:49]=1, predict the reaction product. The product is: [CH3:47][C:48]1[O:52][C:51]([C:3]2[CH:27]=[CH:26][CH:25]=[CH:24][C:4]=2[C:5]([NH:7][C@H:8]2[CH2:12][CH2:11][CH2:10][C@@H:9]2[NH:13][C:14]2[CH:19]=[N:18][C:17]([C:20]([F:21])([F:23])[F:22])=[CH:16][N:15]=2)=[O:6])=[N:50][N:49]=1.